From a dataset of Catalyst prediction with 721,799 reactions and 888 catalyst types from USPTO. Predict which catalyst facilitates the given reaction. (1) Reactant: [F:1][C@H:2]1[CH2:19][C@@:17]2([CH3:18])[C@@H:13]([CH2:14][CH2:15][C@@H:16]2[OH:20])[C@H:12]2[C@H:3]1[C:4]1[CH:5]=[CH:6][C:7]([OH:27])=[CH:8][C:9]=1[CH2:10][C@H:11]2[CH2:21][CH2:22][CH2:23][CH2:24][CH2:25]I.[CH3:28][NH:29][CH2:30][CH2:31][CH2:32][O:33][C:34]1[CH:39]=[CH:38][CH:37]=[CH:36][CH:35]=1.[Cl-].[Na+]. Product: [F:1][C@H:2]1[CH2:19][C@@:17]2([CH3:18])[C@@H:13]([CH2:14][CH2:15][C@@H:16]2[OH:20])[C@H:12]2[C@H:3]1[C:4]1[CH:5]=[CH:6][C:7]([OH:27])=[CH:8][C:9]=1[CH2:10][C@H:11]2[CH2:21][CH2:22][CH2:23][CH2:24][CH2:25][N:29]([CH3:28])[CH2:30][CH2:31][CH2:32][O:33][C:34]1[CH:39]=[CH:38][CH:37]=[CH:36][CH:35]=1. The catalyst class is: 60. (2) Reactant: C(O[BH-](OC(=O)C)OC(=O)C)(=O)C.[Na+].[NH2:15][C@H:16]([C:27]([CH3:30])([CH3:29])[CH3:28])[C:17]([O:19][CH2:20][C:21]1[CH:26]=[CH:25][CH:24]=[CH:23][CH:22]=1)=[O:18].[Cl:31][C:32]1[C:33]([CH:54]=O)=[C:34]2[C:40]([C:41]([OH:43])=[O:42])=[CH:39][N:38]([S:44]([C:47]3[CH:53]=[CH:52][C:50]([CH3:51])=[CH:49][CH:48]=3)(=[O:46])=[O:45])[C:35]2=[N:36][CH:37]=1. Product: [CH2:20]([O:19][C:17](=[O:18])[C@H:16]([NH:15][CH2:54][C:33]1[C:32]([Cl:31])=[CH:37][N:36]=[C:35]2[N:38]([S:44]([C:47]3[CH:53]=[CH:52][C:50]([CH3:51])=[CH:49][CH:48]=3)(=[O:46])=[O:45])[CH:39]=[C:40]([C:41]([OH:43])=[O:42])[C:34]=12)[C:27]([CH3:30])([CH3:29])[CH3:28])[C:21]1[CH:26]=[CH:25][CH:24]=[CH:23][CH:22]=1. The catalyst class is: 2.